From a dataset of Reaction yield outcomes from USPTO patents with 853,638 reactions. Predict the reaction yield, written as a fraction of the theoretical maximum amount of product (1.0 means a 100% yield; for example, 0.34 means a 34% yield). (1) The reactants are [Li]CCCC.N(C(C)C)C(C)C.[Cl:13][C:14]1[CH:19]=[CH:18][C:17]([O:20][C:21]([F:24])([F:23])[F:22])=[CH:16][N:15]=1.CN(C)[CH:27]=[O:28]. The catalyst is O1CCCC1. The product is [Cl:13][C:14]1[CH:19]=[C:18]([CH:27]=[O:28])[C:17]([O:20][C:21]([F:22])([F:23])[F:24])=[CH:16][N:15]=1. The yield is 0.790. (2) The reactants are [C:1]([O:7][C:8]([CH3:11])([CH3:10])[CH3:9])(=[O:6])[CH2:2][C:3]([CH3:5])=O.[Cl:12][C:13]1[CH:14]=[C:15]([CH:18]=[CH:19][CH:20]=1)[CH:16]=O.[NH4+:21].[OH-:22]. The catalyst is CCO.C(Cl)Cl. The product is [Cl:12][C:13]1[CH:14]=[C:15]([CH:16]2[C:2]([C:1]([O:7][C:8]([CH3:11])([CH3:10])[CH3:9])=[O:6])=[C:3]([CH3:5])[NH:21][C:3]([CH3:5])=[C:2]2[C:1]([O:7][C:8]([CH3:11])([CH3:10])[CH3:9])=[O:22])[CH:18]=[CH:19][CH:20]=1. The yield is 0.350. (3) The reactants are [Cl:1]([O-:5])(=[O:4])(=[O:3])=[O:2].[Na+].[CH3:7][N:8]([C:10]([N:13]([CH3:15])[CH3:14])(Cl)[Cl:11])[CH3:9]. The catalyst is O. The product is [Cl:1]([O-:5])(=[O:4])(=[O:3])=[O:2].[CH3:7][N:8]([C+:10]([N:13]([CH3:15])[CH3:14])[Cl:11])[CH3:9]. The yield is 0.940. (4) The reactants are [C:1]1([C:7]2[NH:11][C:10]([C:12]3[CH:13]=[C:14]4[C:19](=[CH:20][CH:21]=3)[CH:18]=[C:17]([O:22][CH2:23][C:24]#[N:25])[CH:16]=[CH:15]4)=[CH:9][CH:8]=2)[CH:6]=[CH:5][CH:4]=[CH:3][CH:2]=1.[Cl-].[NH4+].[N-:28]=[N+:29]=[N-:30].[Na+].Cl. The catalyst is O. The product is [C:1]1([C:7]2[NH:11][C:10]([C:12]3[CH:13]=[C:14]4[C:19](=[CH:20][CH:21]=3)[CH:18]=[C:17]([O:22][CH2:23][C:24]3[NH:30][N:29]=[N:28][N:25]=3)[CH:16]=[CH:15]4)=[CH:9][CH:8]=2)[CH:6]=[CH:5][CH:4]=[CH:3][CH:2]=1. The yield is 0.890.